This data is from Full USPTO retrosynthesis dataset with 1.9M reactions from patents (1976-2016). The task is: Predict the reactants needed to synthesize the given product. (1) Given the product [O:32]=[C:31]1[NH:30][C:29]2[CH:28]=[CH:27][CH:26]=[C:20]([NH:19][C:17]([NH:1][CH2:2][C:3]3[O:4][C:5]([C:8]([F:11])([F:9])[F:10])=[CH:6][CH:7]=3)=[O:18])[C:21]=2[O:34]1, predict the reactants needed to synthesize it. The reactants are: [NH2:1][CH2:2][C:3]1[O:4][C:5]([C:8]([F:11])([F:10])[F:9])=[CH:6][CH:7]=1.C1N=CN([C:17]([N:19]2C=N[CH:21]=[CH:20]2)=[O:18])C=1.NC1C2[O:32][C:31](=[O:34])[NH:30][C:29]=2[CH:28]=[CH:27][CH:26]=1. (2) Given the product [Br:1][C:2]1[C:10]2[C:5](=[N:6][C:7]([NH:28][CH2:24][CH2:25][CH2:26][CH3:27])=[N:8][CH:9]=2)[NH:4][N:3]=1, predict the reactants needed to synthesize it. The reactants are: [Br:1][C:2]1[C:10]2[C:5](=[N:6][C:7](SC)=[N:8][CH:9]=2)[NH:4][N:3]=1.ClC1C=C(C=CC=1)C(OO)=O.[CH2:24]([NH2:28])[CH2:25][CH2:26][CH3:27]. (3) Given the product [Br:6][C:7]1[CH:8]=[C:9]([NH:16][C:2]([CH3:5])([CH3:1])[CH2:4][OH:3])[CH:10]=[C:11]2[C:15]=1[NH:14][N:13]=[CH:12]2, predict the reactants needed to synthesize it. The reactants are: [CH3:1][C:2]1([CH3:5])[CH2:4][O:3]1.[Br:6][C:7]1[CH:8]=[C:9]([NH2:16])[CH:10]=[C:11]2[C:15]=1[NH:14][N:13]=[CH:12]2.[Cl-].[Sm+3].[Cl-].[Cl-]. (4) The reactants are: [N:1]1([CH2:6][C@@H:7]2[CH2:11][CH2:10][CH2:9][N:8]2[C:12]([C:14]2[CH:19]=[CH:18][C:17](B3OC(C)(C)C(C)(C)O3)=[CH:16][CH:15]=2)=[O:13])[CH2:5][CH2:4][CH2:3][CH2:2]1.Br[C:30]1[CH:35]=[CH:34][C:33]([NH:36][S:37]([CH3:40])(=[O:39])=[O:38])=[C:32]([F:41])[CH:31]=1. Given the product [F:41][C:32]1[CH:31]=[C:30]([C:17]2[CH:16]=[CH:15][C:14]([C:12]([N:8]3[CH2:9][CH2:10][CH2:11][C@H:7]3[CH2:6][N:1]3[CH2:2][CH2:3][CH2:4][CH2:5]3)=[O:13])=[CH:19][CH:18]=2)[CH:35]=[CH:34][C:33]=1[NH:36][S:37]([CH3:40])(=[O:39])=[O:38], predict the reactants needed to synthesize it. (5) Given the product [Cl:33][C:29]1[CH:28]=[C:27]([C:25]2[O:24][N:23]=[C:22]([CH:17]3[CH2:18][O:19][CH2:20][CH2:21][N:16]3[C:13]3[N:14]([CH3:15])[C:1]([C:2]4[CH:7]=[CH:6][N:5]=[CH:4][CH:3]=4)=[N:9][N:10]=3)[CH:26]=2)[CH:32]=[CH:31][CH:30]=1, predict the reactants needed to synthesize it. The reactants are: [C:1]([NH:9][NH2:10])(=O)[C:2]1[CH:7]=[CH:6][N:5]=[CH:4][CH:3]=1.CS[C:13]([N:16]1[CH2:21][CH2:20][O:19][CH2:18][CH:17]1[C:22]1[CH:26]=[C:25]([C:27]2[CH:32]=[CH:31][CH:30]=[C:29]([Cl:33])[CH:28]=2)[O:24][N:23]=1)=[N:14][CH3:15]. (6) Given the product [Cl:22][C:23]1[CH:24]=[C:25]([N:30]2[CH2:35][CH2:34][N:33]([CH2:20][CH2:19][CH2:18][C:9]3[CH:10]=[C:11]([C:12]4[CH:17]=[CH:16][CH:15]=[CH:14][CH:13]=4)[N:7]([C:1]4[CH:6]=[CH:5][CH:4]=[CH:3][CH:2]=4)[N:8]=3)[CH2:32][CH2:31]2)[CH:26]=[CH:27][C:28]=1[Cl:29], predict the reactants needed to synthesize it. The reactants are: [C:1]1([N:7]2[C:11]([C:12]3[CH:17]=[CH:16][CH:15]=[CH:14][CH:13]=3)=[CH:10][C:9]([CH2:18][CH2:19][CH:20]=O)=[N:8]2)[CH:6]=[CH:5][CH:4]=[CH:3][CH:2]=1.[Cl:22][C:23]1[CH:24]=[C:25]([N:30]2[CH2:35][CH2:34][NH:33][CH2:32][CH2:31]2)[CH:26]=[CH:27][C:28]=1[Cl:29].CCN(C(C)C)C(C)C.[BH-](OC(C)=O)(OC(C)=O)OC(C)=O.[Na+].